This data is from NCI-60 drug combinations with 297,098 pairs across 59 cell lines. The task is: Regression. Given two drug SMILES strings and cell line genomic features, predict the synergy score measuring deviation from expected non-interaction effect. (1) Drug 1: CC1=C2C(C(=O)C3(C(CC4C(C3C(C(C2(C)C)(CC1OC(=O)C(C(C5=CC=CC=C5)NC(=O)C6=CC=CC=C6)O)O)OC(=O)C7=CC=CC=C7)(CO4)OC(=O)C)O)C)OC(=O)C. Drug 2: CC12CCC3C(C1CCC2OP(=O)(O)O)CCC4=C3C=CC(=C4)OC(=O)N(CCCl)CCCl.[Na+]. Cell line: SF-268. Synergy scores: CSS=55.3, Synergy_ZIP=9.27, Synergy_Bliss=15.3, Synergy_Loewe=-4.16, Synergy_HSA=15.0. (2) Drug 1: CC1=CC2C(CCC3(C2CCC3(C(=O)C)OC(=O)C)C)C4(C1=CC(=O)CC4)C. Drug 2: CC1C(C(CC(O1)OC2CC(OC(C2O)C)OC3=CC4=CC5=C(C(=O)C(C(C5)C(C(=O)C(C(C)O)O)OC)OC6CC(C(C(O6)C)O)OC7CC(C(C(O7)C)O)OC8CC(C(C(O8)C)O)(C)O)C(=C4C(=C3C)O)O)O)O. Cell line: HOP-62. Synergy scores: CSS=0.204, Synergy_ZIP=3.06, Synergy_Bliss=5.14, Synergy_Loewe=0.301, Synergy_HSA=-0.634. (3) Drug 1: COC1=C(C=C2C(=C1)N=CN=C2NC3=CC(=C(C=C3)F)Cl)OCCCN4CCOCC4. Drug 2: N.N.Cl[Pt+2]Cl. Cell line: UO-31. Synergy scores: CSS=24.4, Synergy_ZIP=-2.46, Synergy_Bliss=-4.10, Synergy_Loewe=-7.39, Synergy_HSA=-2.13. (4) Drug 1: C1CCN(CC1)CCOC2=CC=C(C=C2)C(=O)C3=C(SC4=C3C=CC(=C4)O)C5=CC=C(C=C5)O. Drug 2: CCCS(=O)(=O)NC1=C(C(=C(C=C1)F)C(=O)C2=CNC3=C2C=C(C=N3)C4=CC=C(C=C4)Cl)F. Cell line: UACC62. Synergy scores: CSS=55.5, Synergy_ZIP=4.79, Synergy_Bliss=5.75, Synergy_Loewe=0.999, Synergy_HSA=7.50. (5) Drug 1: C#CCC(CC1=CN=C2C(=N1)C(=NC(=N2)N)N)C3=CC=C(C=C3)C(=O)NC(CCC(=O)O)C(=O)O. Drug 2: CN(CCCl)CCCl.Cl. Cell line: HS 578T. Synergy scores: CSS=-1.07, Synergy_ZIP=1.93, Synergy_Bliss=4.55, Synergy_Loewe=-0.678, Synergy_HSA=-0.660. (6) Drug 1: CC1C(C(CC(O1)OC2CC(CC3=C2C(=C4C(=C3O)C(=O)C5=C(C4=O)C(=CC=C5)OC)O)(C(=O)C)O)N)O.Cl. Drug 2: C(CCl)NC(=O)N(CCCl)N=O. Cell line: SF-539. Synergy scores: CSS=15.6, Synergy_ZIP=-5.83, Synergy_Bliss=1.57, Synergy_Loewe=-16.2, Synergy_HSA=1.21.